This data is from Forward reaction prediction with 1.9M reactions from USPTO patents (1976-2016). The task is: Predict the product of the given reaction. (1) Given the reactants [OH:1][CH:2]([C:6]1[CH:11]=[CH:10][CH:9]=[CH:8][CH:7]=1)[C:3]([OH:5])=O.C[Si](Cl)(C)C.C(Cl)(=O)C(Cl)=O.[CH2:23]([NH:25][CH2:26][CH3:27])[CH3:24].C(O)(=O)CC(CC(O)=O)(C(O)=O)O, predict the reaction product. The product is: [CH2:23]([N:25]([CH2:26][CH3:27])[C:3](=[O:5])[CH:2]([OH:1])[C:6]1[CH:11]=[CH:10][CH:9]=[CH:8][CH:7]=1)[CH3:24]. (2) Given the reactants C([O:3][C:4]([C@H:6]1[C@H:8]([C:9](=[O:31])[NH:10][C@@H:11]([CH2:27][CH:28]([CH3:30])[CH3:29])[C:12]([NH:14][C:15]2[S:16][CH:17]=[C:18]([C:20]3[CH:25]=[CH:24][C:23]([F:26])=[CH:22][CH:21]=3)[N:19]=2)=[O:13])[O:7]1)=[O:5])C.[Li+].[OH-], predict the reaction product. The product is: [F:26][C:23]1[CH:24]=[CH:25][C:20]([C:18]2[N:19]=[C:15]([NH:14][C:12](=[O:13])[C@@H:11]([NH:10][C:9]([C@@H:8]3[O:7][C@H:6]3[C:4]([OH:5])=[O:3])=[O:31])[CH2:27][CH:28]([CH3:29])[CH3:30])[S:16][CH:17]=2)=[CH:21][CH:22]=1. (3) Given the reactants C[O:2][C:3](=O)[CH2:4][C:5]1[C:14]([Cl:15])=[CH:13][CH:12]=[C:11]2[C:6]=1[CH:7]=[C:8]([CH2:16][N:17]([CH3:19])[CH3:18])[N:9]=[CH:10]2.[NH3:21], predict the reaction product. The product is: [Cl:15][C:14]1[C:5]([CH2:4][C:3]([NH2:21])=[O:2])=[C:6]2[C:11](=[CH:12][CH:13]=1)[CH:10]=[N:9][C:8]([CH2:16][N:17]([CH3:19])[CH3:18])=[CH:7]2. (4) The product is: [C:22]1([N:28]2[C:40]3[CH:39]=[CH:38][C:37]([C:7]4[C:6]5[C:5]6[C:13](=[CH:1][CH:2]=[CH:3][CH:4]=6)[NH:12][C:11]=5[CH:10]=[CH:9][CH:8]=4)=[CH:36][C:35]=3[C:34]3[C:29]2=[CH:30][CH:31]=[CH:32][CH:33]=3)[CH:27]=[CH:26][CH:25]=[CH:24][CH:23]=1. Given the reactants [CH:1]1[C:13]2[NH:12][C:11]3[C:6](=[CH:7][CH:8]=[CH:9][CH:10]=3)[C:5]=2[C:4](OS(C(F)(F)F)(=O)=O)=[CH:3][CH:2]=1.[C:22]1([N:28]2[C:40]3[CH:39]=[CH:38][C:37](B(O)O)=[CH:36][C:35]=3[C:34]3[C:29]2=[CH:30][CH:31]=[CH:32][CH:33]=3)[CH:27]=[CH:26][CH:25]=[CH:24][CH:23]=1.C(=O)([O-])[O-].[Na+].[Na+], predict the reaction product. (5) Given the reactants [Cl:1][C:2]1[C:11]2[C:6](=[CH:7][C:8]([OH:14])=[C:9]([O:12][CH3:13])[CH:10]=2)[N:5]=[CH:4][CH:3]=1.Cl[CH2:16][CH2:17][CH2:18][N:19]1[CH2:24][CH2:23][O:22][CH2:21][CH2:20]1.C(=O)([O-])[O-].[K+].[K+], predict the reaction product. The product is: [Cl:1][C:2]1[C:11]2[C:6](=[CH:7][C:8]([O:14][CH2:16][CH2:17][CH2:18][N:19]3[CH2:24][CH2:23][O:22][CH2:21][CH2:20]3)=[C:9]([O:12][CH3:13])[CH:10]=2)[N:5]=[CH:4][CH:3]=1. (6) Given the reactants [C:1]([O:5][C:6](=[O:16])[NH:7][C:8]1[CH:13]=[CH:12][C:11]([F:14])=[CH:10][C:9]=1[NH2:15])([CH3:4])([CH3:3])[CH3:2].C([O:21][C:22](=O)[CH2:23][C:24]([C:26]1[CH:31]=[CH:30][CH:29]=[C:28]([C:32]2[CH:33]=[N:34][C:35]([CH3:38])=[CH:36][CH:37]=2)[CH:27]=1)=[O:25])(C)(C)C, predict the reaction product. The product is: [C:1]([O:5][C:6](=[O:16])[NH:7][C:8]1[CH:13]=[CH:12][C:11]([F:14])=[CH:10][C:9]=1[NH:15][C:22](=[O:21])[CH2:23][C:24]([C:26]1[CH:31]=[CH:30][CH:29]=[C:28]([C:32]2[CH:33]=[N:34][C:35]([CH3:38])=[CH:36][CH:37]=2)[CH:27]=1)=[O:25])([CH3:4])([CH3:2])[CH3:3]. (7) Given the reactants [CH3:1][Mg]Br.[Cl:4][C:5]1[C:13]2[N:12]=[C:11]3[N:14]([C:18]4[C:19]([CH3:26])=[N:20][C:21](Cl)=[N:22][C:23]=4[CH3:24])[CH2:15][CH2:16][CH2:17][N:10]3[C:9]=2[C:8]([CH:27]([O:32][CH:33]([F:35])[F:34])[C:28]([F:31])([F:30])[F:29])=[CH:7][CH:6]=1, predict the reaction product. The product is: [Cl:4][C:5]1[C:13]2[N:12]=[C:11]3[N:14]([C:18]4[C:23]([CH3:24])=[N:22][C:21]([CH3:1])=[N:20][C:19]=4[CH3:26])[CH2:15][CH2:16][CH2:17][N:10]3[C:9]=2[C:8]([CH:27]([O:32][CH:33]([F:34])[F:35])[C:28]([F:30])([F:31])[F:29])=[CH:7][CH:6]=1.